This data is from Catalyst prediction with 721,799 reactions and 888 catalyst types from USPTO. The task is: Predict which catalyst facilitates the given reaction. (1) Reactant: S=[C:2]1[CH2:6][S:5][C:4](=[O:7])[NH:3]1.[CH2:8]([NH2:11])[C:9]#[CH:10]. Product: [CH2:8]([NH:11][C:2]1[CH2:6][S:5][C:4](=[O:7])[N:3]=1)[C:9]#[CH:10]. The catalyst class is: 8. (2) Reactant: Cl.[N:2]1([CH:15]2[CH2:20][CH2:19][CH2:18][N:17]([CH:21]([CH2:24][NH2:25])[CH2:22][NH2:23])[CH2:16]2)[C:13]2=[C:14]3[C:9](=[CH:10][CH:11]=[CH:12]2)[CH:8]=[N:7][CH:6]=[C:5]3[CH2:4][CH2:3]1.[C:26](=O)([O-])[O:27]C1C=CC([N+]([O-])=O)=CC=1. Product: [N:2]1([CH:15]2[CH2:20][CH2:19][CH2:18][N:17]([CH:21]3[CH2:22][NH:23][C:26](=[O:27])[NH:25][CH2:24]3)[CH2:16]2)[C:13]2=[C:14]3[C:9](=[CH:10][CH:11]=[CH:12]2)[CH:8]=[N:7][CH:6]=[C:5]3[CH2:4][CH2:3]1. The catalyst class is: 17. (3) The catalyst class is: 95. Reactant: [OH:1][C@@H:2]([C@@H:4]1[C@:24]2([CH3:25])[C@H:7]([C@H:8]3[C@H:21]([C@@H:22]([OH:26])[CH2:23]2)[C@:20]2([CH3:27])[C:11]([CH2:12][C:13]4([CH2:18][CH2:19]2)OCC[O:14]4)=[CH:10][CH2:9]3)[CH2:6][CH2:5]1)[CH3:3].OS(O)(=O)=O. Product: [OH:26][C@@H:22]1[C@H:21]2[C@@H:8]([CH2:9][CH2:10][C:11]3[C@:20]2([CH3:27])[CH2:19][CH2:18][C:13](=[O:14])[CH:12]=3)[C@H:7]2[C@@:24]([CH3:25])([C@@H:4]([C@H:2]([OH:1])[CH3:3])[CH2:5][CH2:6]2)[CH2:23]1. (4) Reactant: [C:1]([C:3]1[C:12](B2OC(C)(C)C(C)(C)O2)=[CH:11][C:6]([C:7]([O:9][CH3:10])=[O:8])=[C:5]([OH:22])[C:4]=1[CH3:23])#[N:2].Cl[CH2:25][C:26]1[CH:31]=[CH:30][C:29]([N:32]2[CH:36]=[CH:35][CH:34]=[N:33]2)=[CH:28][CH:27]=1.O.O.O.P([O-])([O-])([O-])=O.[K+].[K+].[K+].O. Product: [C:1]([C:3]1[C:12]([CH2:25][C:26]2[CH:27]=[CH:28][C:29]([N:32]3[CH:36]=[CH:35][CH:34]=[N:33]3)=[CH:30][CH:31]=2)=[CH:11][C:6]([C:7]([O:9][CH3:10])=[O:8])=[C:5]([OH:22])[C:4]=1[CH3:23])#[N:2]. The catalyst class is: 12. (5) Reactant: CC(OC([NH:8][CH2:9][CH2:10][CH2:11][CH2:12][C@H:13]([NH2:17])[C:14]([OH:16])=[O:15])=O)(C)C.[NH:18]([C:26]([O:28]CC1C2C(=CC=CC=2)C2C1=CC=CC=2)=O)[C@H:19]([C:23]([OH:25])=O)[CH:20]([CH3:22])[CH3:21].[NH:43](C(OCC1C2C(=CC=CC=2)C2C1=CC=CC=2)=O)[C@H:44](C(O)=O)[CH2:45][CH2:46][CH2:47][CH2:48][NH:49]C(OC(C)(C)C)=O.C(O)(C(F)(F)F)=O. Product: [NH2:43][C@H:44]([C:26]([NH:18][C@H:19]([C:23]([NH:17][C@H:13]([C:14]([OH:16])=[O:15])[CH2:12][CH2:11][CH2:10][CH2:9][NH2:8])=[O:25])[CH:20]([CH3:21])[CH3:22])=[O:28])[CH2:45][CH2:46][CH2:47][CH2:48][NH2:49]. The catalyst class is: 28.